From a dataset of Forward reaction prediction with 1.9M reactions from USPTO patents (1976-2016). Predict the product of the given reaction. Given the reactants Br[C:2]1[CH:7]=[CH:6][C:5]([C:8]2[N:9]([CH2:17][C@@H:18]3[CH2:22][CH2:21][N:20]([C:23]([CH:25]4[CH2:27][CH2:26]4)=[O:24])[CH2:19]3)[C:10]3[CH:15]=[CH:14][N:13]=[CH:12][C:11]=3[N:16]=2)=[CH:4][CH:3]=1.[NH:28]1[C:36]2[C:31](=[CH:32][C:33](B(O)O)=[CH:34][CH:35]=2)[CH:30]=[CH:29]1.C(=O)(O)[O-].[Na+], predict the reaction product. The product is: [CH:25]1([C:23]([N:20]2[CH2:21][CH2:22][C@@H:18]([CH2:17][N:9]3[C:10]4[CH:15]=[CH:14][N:13]=[CH:12][C:11]=4[N:16]=[C:8]3[C:5]3[CH:6]=[CH:7][C:2]([C:33]4[CH:32]=[C:31]5[C:36](=[CH:35][CH:34]=4)[NH:28][CH:29]=[CH:30]5)=[CH:3][CH:4]=3)[CH2:19]2)=[O:24])[CH2:27][CH2:26]1.